Dataset: Full USPTO retrosynthesis dataset with 1.9M reactions from patents (1976-2016). Task: Predict the reactants needed to synthesize the given product. (1) Given the product [S:1]1[CH:5]=[CH:4][N:3]=[C:2]1[NH:6][C:7]([C:9]1[C:17]2[C:12](=[CH:13][CH:14]=[CH:15][CH:16]=2)[N:11]([CH2:19][CH2:20][C:21]#[N:22])[CH:10]=1)=[O:8], predict the reactants needed to synthesize it. The reactants are: [S:1]1[CH:5]=[CH:4][N:3]=[C:2]1[NH:6][C:7]([C:9]1[C:17]2[C:12](=[CH:13][CH:14]=[CH:15][CH:16]=2)[NH:11][CH:10]=1)=[O:8].Br[CH2:19][CH2:20][C:21]#[N:22]. (2) Given the product [Br:9][C:10]1[CH:11]=[CH:12][C:13]([CH:16]2[CH2:20][CH2:19][N:18]([C:22]([O:24][CH3:25])=[O:23])[CH2:17]2)=[CH:14][CH:15]=1, predict the reactants needed to synthesize it. The reactants are: C(N(CC)CC)C.Cl.[Br:9][C:10]1[CH:15]=[CH:14][C:13]([CH:16]2[CH2:20][CH2:19][NH:18][CH2:17]2)=[CH:12][CH:11]=1.Cl[C:22]([O:24][CH3:25])=[O:23].